This data is from Peptide-MHC class I binding affinity with 185,985 pairs from IEDB/IMGT. The task is: Regression. Given a peptide amino acid sequence and an MHC pseudo amino acid sequence, predict their binding affinity value. This is MHC class I binding data. (1) The peptide sequence is TLYNHHRQY. The MHC is HLA-A03:01 with pseudo-sequence HLA-A03:01. The binding affinity (normalized) is 0.646. (2) The peptide sequence is FLSMLNLTKY. The MHC is HLA-A24:02 with pseudo-sequence HLA-A24:02. The binding affinity (normalized) is 0. (3) The peptide sequence is KDKNKWRMLI. The MHC is Mamu-A11 with pseudo-sequence Mamu-A11. The binding affinity (normalized) is 0.300. (4) The peptide sequence is EEAALCTFL. The MHC is HLA-B44:03 with pseudo-sequence HLA-B44:03. The binding affinity (normalized) is 0.527. (5) The MHC is HLA-B44:02 with pseudo-sequence HLA-B44:02. The binding affinity (normalized) is 0.00355. The peptide sequence is MSLLDAHIPQL. (6) The peptide sequence is SSEADCFTY. The MHC is HLA-B38:01 with pseudo-sequence HLA-B38:01. The binding affinity (normalized) is 0.0847.